Dataset: Reaction yield outcomes from USPTO patents with 853,638 reactions. Task: Predict the reaction yield, written as a fraction of the theoretical maximum amount of product (1.0 means a 100% yield; for example, 0.34 means a 34% yield). (1) The reactants are [C:1]([O:5][C:6](=[O:17])[NH:7][C@H:8]([C:10]1[CH:15]=[CH:14][CH:13]=[C:12](Br)[CH:11]=1)[CH3:9])([CH3:4])([CH3:3])[CH3:2].[OH:18][C:19]1[CH:20]=[CH:21][C:22]([CH3:25])=[N:23][CH:24]=1.C(=O)([O-])[O-].[K+].[K+].N1C=CC=CC=1. The catalyst is [Cu](I)I.C(N(CC)CC)C.CCOC(C)=O. The product is [C:1]([O:5][C:6](=[O:17])[NH:7][C@H:8]([C:10]1[CH:15]=[CH:14][CH:13]=[C:12]([O:18][C:19]2[CH:24]=[N:23][C:22]([CH3:25])=[CH:21][CH:20]=2)[CH:11]=1)[CH3:9])([CH3:4])([CH3:3])[CH3:2]. The yield is 0.330. (2) The reactants are [CH3:1][N:2]1[CH2:7][CH2:6][NH:5][CH2:4][CH2:3]1.C(=O)([O-])[O-].[Cs+].[Cs+].Br[CH2:15][C:16]#[CH:17]. The catalyst is CC(C)=O.C(OCC)C. The product is [CH3:1][N:2]1[CH2:7][CH2:6][N:5]([CH2:17][C:16]#[CH:15])[CH2:4][CH2:3]1. The yield is 0.320. (3) The reactants are [CH2:1]([O:3][C:4]1[CH:13]=[C:12]2[C:7]([C:8]([NH:14][C:15]3[CH:20]=[CH:19][CH:18]=[C:17]([C:21]#[CH:22])[CH:16]=3)=[N:9][CH:10]=[N:11]2)=[CH:6][C:5]=1[N+:23]([O-])=O)[CH3:2]. The catalyst is C(O)C.O.C(O)(=O)C.[Fe]. The product is [CH2:1]([O:3][C:4]1[CH:13]=[C:12]2[C:7]([C:8]([NH:14][C:15]3[CH:20]=[CH:19][CH:18]=[C:17]([C:21]#[CH:22])[CH:16]=3)=[N:9][CH:10]=[N:11]2)=[CH:6][C:5]=1[NH2:23])[CH3:2]. The yield is 0.742. (4) The product is [C:73]1([NH:72][C:11]([C:9]2[S:10][C:6]([CH2:1][CH2:2][CH2:3][CH2:4][CH3:5])=[C:7]([C:14]3[CH:19]=[CH:18][CH:17]=[CH:16][CH:15]=3)[N:8]=2)=[O:13])[CH:78]=[CH:77][CH:76]=[CH:75][CH:74]=1. The yield is 0.590. The reactants are [CH2:1]([C:6]1[S:10][C:9]([C:11]([OH:13])=O)=[N:8][C:7]=1[C:14]1[CH:19]=[CH:18][CH:17]=[CH:16][CH:15]=1)[CH2:2][CH2:3][CH2:4][CH3:5].C1C=NC2N(O)N=NC=2C=1.F[P-](F)(F)(F)(F)F.N1(O[P+](N2CCCC2)(N2CCCC2)N2CCCC2)C2N=CC=CC=2N=N1.C(N(C(C)C)CC)(C)C.[NH2:72][C:73]1[CH:78]=[CH:77][CH:76]=[CH:75][CH:74]=1. The catalyst is ClCCl. (5) The reactants are [N:1]12[CH2:8][CH2:7][C:4]([C:9]([C:17]3[CH:22]=[CH:21][CH:20]=[CH:19][CH:18]=3)([C:11]3[CH:16]=[CH:15][CH:14]=[CH:13][CH:12]=3)[OH:10])([CH2:5][CH2:6]1)[CH2:3][CH2:2]2.[CH:23]1[C:32]2[C:27](=[CH:28][CH:29]=[CH:30][CH:31]=2)[CH:26]=[CH:25][C:24]=1[O:33][CH2:34][CH2:35][CH2:36][Br:37]. The catalyst is CC#N. The product is [Br-:37].[OH:10][C:9]([C:17]1[CH:22]=[CH:21][CH:20]=[CH:19][CH:18]=1)([C:11]1[CH:12]=[CH:13][CH:14]=[CH:15][CH:16]=1)[C:4]12[CH2:5][CH2:6][N+:1]([CH2:36][CH2:35][CH2:34][O:33][C:24]3[CH:25]=[CH:26][C:27]4[C:32](=[CH:31][CH:30]=[CH:29][CH:28]=4)[CH:23]=3)([CH2:2][CH2:3]1)[CH2:8][CH2:7]2. The yield is 0.637.